Dataset: Forward reaction prediction with 1.9M reactions from USPTO patents (1976-2016). Task: Predict the product of the given reaction. (1) Given the reactants Cl[C:2]1[CH:7]=[C:6]([C:8]2[CH:13]=[C:12]([Cl:14])[CH:11]=[CH:10][C:9]=2[CH3:15])[N:5]=[C:4]([NH2:16])[N:3]=1.[CH2:17]([C:19]1[CH:20]=[C:21]([NH2:25])[CH:22]=[CH:23][CH:24]=1)[CH3:18], predict the reaction product. The product is: [Cl:14][C:12]1[CH:11]=[CH:10][C:9]([CH3:15])=[C:8]([C:6]2[N:5]=[C:4]([NH2:16])[N:3]=[C:2]([NH:25][C:21]3[CH:22]=[CH:23][CH:24]=[C:19]([CH2:17][CH3:18])[CH:20]=3)[CH:7]=2)[CH:13]=1. (2) Given the reactants [CH3:1][S:2][C:3]1[C:4]2[NH:11][N:10]=[CH:9][C:5]=2[N:6]=[CH:7][N:8]=1.[C:12]([O:20][CH2:21][CH2:22][O:23][CH2:24][CH2:25]OS(C)(=O)=O)(=[O:19])[C:13]1[CH:18]=[CH:17][CH:16]=[CH:15][CH:14]=1.C(=O)([O-])[O-].[K+].[K+].CN(C)C=O, predict the reaction product. The product is: [C:12]([O:20][CH2:21][CH2:22][O:23][CH2:24][CH2:25][N:11]1[C:4]2[C:3]([S:2][CH3:1])=[N:8][CH:7]=[N:6][C:5]=2[CH:9]=[N:10]1)(=[O:19])[C:13]1[CH:18]=[CH:17][CH:16]=[CH:15][CH:14]=1. (3) Given the reactants C(N([P:8]([N:12]([CH:16]([CH3:18])[CH3:17])[CH:13]([CH3:15])[CH3:14])(Cl)([O-])[O-])C(C)C)(C)C.[CH3:19][O:20][C:21]1[CH:58]=[CH:57][C:24]([C:25]([O:40][CH2:41][C@H:42]2[O:46][C@@H:45]([N:47]3[CH:55]=[C:53]([CH3:54])[C:51](=[O:52])[NH:50][C:48]3=[O:49])[CH2:44][C@@H:43]2[OH:56])([C:34]2[CH:39]=[CH:38][CH:37]=[CH:36][CH:35]=2)[C:26]2[CH:31]=[CH:30][C:29]([O:32][CH3:33])=[CH:28][CH:27]=2)=[CH:23][CH:22]=1.C(N(C(C)C)C(C)C)C.[C:68]([O:71][C@@H:72]1[C@@H:82]([O:83][C:84](=[O:86])[CH3:85])[C@H:81]([O:87][C:88](=[O:90])[CH3:89])[C@@H:80]([CH2:91][O:92][C:93](=[O:95])[CH3:94])[O:79][C@H:73]1[O:74][CH2:75][CH2:76][CH2:77]O)(=[O:70])[CH3:69].N1C=NN=N1, predict the reaction product. The product is: [CH3:19][O:20][C:21]1[CH:58]=[CH:57][C:24]([C:25]([O:40][CH2:41][C@H:42]2[O:46][C@@H:45]([N:47]3[CH:55]=[C:53]([CH3:54])[C:51](=[O:52])[NH:50][C:48]3=[O:49])[CH2:44][C@@H:43]2[O:56][P:8]([N:12]([CH:13]([CH3:14])[CH3:15])[CH:16]([CH3:17])[CH3:18])[CH2:77][CH2:76][CH2:75][O:74][C@@H:73]2[O:79][C@H:80]([CH2:91][O:92][C:93](=[O:95])[CH3:94])[C@@H:81]([O:87][C:88](=[O:90])[CH3:89])[C@H:82]([O:83][C:84](=[O:86])[CH3:85])[C@H:72]2[O:71][C:68](=[O:70])[CH3:69])([C:34]2[CH:35]=[CH:36][CH:37]=[CH:38][CH:39]=2)[C:26]2[CH:31]=[CH:30][C:29]([O:32][CH3:33])=[CH:28][CH:27]=2)=[CH:23][CH:22]=1. (4) Given the reactants Br[C:2]1[N:7]=[CH:6][C:5]([C:8]2([NH:11][C:12]([C:14]3[C:15]4[CH:22]=[N:21][N:20]([C:23]5[CH:28]=[CH:27][C:26]([F:29])=[CH:25][CH:24]=5)[C:16]=4[CH:17]=[N:18][CH:19]=3)=[O:13])[CH2:10][CH2:9]2)=[CH:4][CH:3]=1.[NH:30]1[CH2:35][CH2:34][O:33][CH2:32][CH2:31]1, predict the reaction product. The product is: [N:30]1([C:2]2[N:7]=[CH:6][C:5]([C:8]3([NH:11][C:12]([C:14]4[C:15]5[CH:22]=[N:21][N:20]([C:23]6[CH:28]=[CH:27][C:26]([F:29])=[CH:25][CH:24]=6)[C:16]=5[CH:17]=[N:18][CH:19]=4)=[O:13])[CH2:10][CH2:9]3)=[CH:4][CH:3]=2)[CH2:35][CH2:34][O:33][CH2:32][CH2:31]1. (5) Given the reactants S(C1C=CC([N+]([O-])=O)=CC=1)(O[CH2:5][C@H:6]1[O:8][CH2:7]1)(=O)=O.C(=O)([O-])[O-].[Cs+].[Cs+].[C:24]12([CH2:34][NH:35][C:36](=[O:45])[C:37]3[C:42]([Br:43])=[CH:41][N:40]=[C:39]([OH:44])[CH:38]=3)[CH2:33][CH:28]3[CH2:29][CH:30]([CH2:32][CH:26]([CH2:27]3)[CH2:25]1)[CH2:31]2, predict the reaction product. The product is: [C:24]12([CH2:34][NH:35][C:36](=[O:45])[C:37]3[C:42]([Br:43])=[CH:41][N:40]=[C:39]([O:44][CH2:5][C@@H:6]4[CH2:7][O:8]4)[CH:38]=3)[CH2:31][CH:30]3[CH2:32][CH:26]([CH2:27][CH:28]([CH2:29]3)[CH2:33]1)[CH2:25]2. (6) Given the reactants [NH2:1][C:2]1[CH:3]=[C:4](/[CH:12]=[CH:13]/[N:14]2[C:22](=[O:23])[C:21]3[C:16](=[CH:17][CH:18]=[CH:19][CH:20]=3)[C:15]2=[O:24])[CH:5]=[C:6]([C:8]([F:11])([F:10])[F:9])[CH:7]=1, predict the reaction product. The product is: [NH2:1][C:2]1[CH:3]=[C:4]([CH2:12][CH2:13][N:14]2[C:22](=[O:23])[C:21]3[C:16](=[CH:17][CH:18]=[CH:19][CH:20]=3)[C:15]2=[O:24])[CH:5]=[C:6]([C:8]([F:9])([F:10])[F:11])[CH:7]=1. (7) Given the reactants [CH3:1][C:2]1[C:3]([CH2:8][NH:9][CH:10]([C:12]2[CH:17]=[CH:16][CH:15]=[CH:14][N:13]=2)[CH3:11])=[N:4][CH:5]=[CH:6][CH:7]=1.Br[CH2:19][C:20]1[CH:27]=[CH:26][C:25]([O:28][CH3:29])=[CH:24][C:21]=1[C:22]#[N:23].CCN(C(C)C)C(C)C, predict the reaction product. The product is: [CH3:29][O:28][C:25]1[CH:26]=[CH:27][C:20]([CH2:19][N:9]([CH2:8][C:3]2[C:2]([CH3:1])=[CH:7][CH:6]=[CH:5][N:4]=2)[CH:10]([C:12]2[CH:17]=[CH:16][CH:15]=[CH:14][N:13]=2)[CH3:11])=[C:21]([CH:24]=1)[C:22]#[N:23].